This data is from Forward reaction prediction with 1.9M reactions from USPTO patents (1976-2016). The task is: Predict the product of the given reaction. (1) Given the reactants [CH3:1][N:2]([CH3:18])[C:3]1[CH:8]=[CH:7][C:6]([C:9]2[CH:14]=[CH:13][C:12]([N+:15]([O-])=O)=[CH:11][CH:10]=2)=[CH:5][CH:4]=1.CCOC(C)=O, predict the reaction product. The product is: [CH3:1][N:2]([CH3:18])[C:3]1[CH:4]=[CH:5][C:6]([C:9]2[CH:14]=[CH:13][C:12]([NH2:15])=[CH:11][CH:10]=2)=[CH:7][CH:8]=1. (2) Given the reactants [Cl:1][C:2]1[CH:12]=[C:11]([CH:13]=[O:14])[CH:10]=[CH:9][C:3]=1[O:4][CH2:5][C:6]([NH2:8])=[O:7].[BH4-].[Na+], predict the reaction product. The product is: [Cl:1][C:2]1[CH:12]=[C:11]([CH2:13][OH:14])[CH:10]=[CH:9][C:3]=1[O:4][CH2:5][C:6]([NH2:8])=[O:7]. (3) Given the reactants F[C:2]1[CH:9]=[CH:8][C:7]([O:10][CH3:11])=[CH:6][C:3]=1[CH:4]=[O:5].[NH:12]1[CH:16]=[N:15][CH:14]=[N:13]1.C([O-])([O-])=O.[K+].[K+], predict the reaction product. The product is: [CH3:11][O:10][C:7]1[CH:8]=[CH:9][C:2]([N:12]2[CH:16]=[N:15][CH:14]=[N:13]2)=[C:3]([CH:6]=1)[CH:4]=[O:5]. (4) Given the reactants [C:1]([C:5]1[N:10]=[CH:9][C:8]([C:11]2[N:12]([C:32]([N:34]3[CH2:39][CH2:38][CH:37]([CH2:40][C:41]([OH:43])=O)[CH2:36][CH2:35]3)=[O:33])[C@@:13]([C:25]3[CH:30]=[CH:29][C:28]([Cl:31])=[CH:27][CH:26]=3)([CH3:24])[C@@:14]([C:17]3[CH:22]=[CH:21][C:20]([Cl:23])=[CH:19][CH:18]=3)([CH3:16])[N:15]=2)=[C:7]([O:44][CH2:45][CH3:46])[CH:6]=1)([CH3:4])([CH3:3])[CH3:2].[CH2:47]([C:51]1[CH:57]=[CH:56][CH:55]=[CH:54][C:52]=1[NH2:53])[CH2:48][CH2:49][CH3:50], predict the reaction product. The product is: [C:1]([C:5]1[N:10]=[CH:9][C:8]([C:11]2[N:12]([C:32]([N:34]3[CH2:35][CH2:36][CH:37]([CH2:40][C:41]([NH:53][C:52]4[CH:54]=[CH:55][CH:56]=[CH:57][C:51]=4[CH2:47][CH2:48][CH2:49][CH3:50])=[O:43])[CH2:38][CH2:39]3)=[O:33])[C@@:13]([C:25]3[CH:30]=[CH:29][C:28]([Cl:31])=[CH:27][CH:26]=3)([CH3:24])[C@@:14]([C:17]3[CH:22]=[CH:21][C:20]([Cl:23])=[CH:19][CH:18]=3)([CH3:16])[N:15]=2)=[C:7]([O:44][CH2:45][CH3:46])[CH:6]=1)([CH3:4])([CH3:3])[CH3:2]. (5) Given the reactants [CH2:1]=[CH:2][CH2:3][C@H:4]([NH2:8])[C:5]([OH:7])=[O:6].[CH3:9][C:10]([O:13][C:14](O[C:14]([O:13][C:10]([CH3:12])([CH3:11])[CH3:9])=[O:15])=[O:15])([CH3:12])[CH3:11].C(N(CC)CC)C, predict the reaction product. The product is: [CH3:9][C:10]([O:13][C:14]([NH:8][C@H:4]([C:5]([OH:7])=[O:6])[CH2:3][CH:2]=[CH2:1])=[O:15])([CH3:12])[CH3:11]. (6) Given the reactants [CH:1]([NH:4][CH:5]([CH3:7])[CH3:6])([CH3:3])[CH3:2].CCCCCC.C([Li:18])CCC.[O:19]1[CH2:23][CH2:22][CH2:21][CH2:20]1, predict the reaction product. The product is: [O:19]1[CH2:23][CH2:22][CH2:21][CH2:20]1.[CH:1]([N-:4][CH:5]([CH3:7])[CH3:6])([CH3:3])[CH3:2].[Li+:18]. (7) Given the reactants [F:1][C:2]([F:29])([C:15]1[CH:16]=[C:17]2[C:22](=[CH:23][CH:24]=1)[C:21]([CH3:26])([CH3:25])[CH2:20][CH2:19][C:18]2([CH3:28])[CH3:27])[C:3]([NH:5][C:6]1[CH:14]=[CH:13][C:9]([C:10](O)=[O:11])=[CH:8][CH:7]=1)=O.Cl.[NH2:31][OH:32].[OH2:33].CCN(CC)CC, predict the reaction product. The product is: [F:1][C:2]([F:29])([C:15]1[CH:16]=[C:17]2[C:22]([C:21]([CH3:26])([CH3:25])[CH2:20][CH2:19][C:18]2([CH3:27])[CH3:28])=[CH:23][CH:24]=1)[C:3]([NH:5][C:6]1[CH:7]=[CH:8][C:9]([C:10]([NH:31][OH:32])=[O:11])=[CH:13][CH:14]=1)=[O:33]. (8) Given the reactants [Cl:1][C:2]1[C:18]([C:19]([F:22])([F:21])[F:20])=[CH:17][CH:16]=[CH:15][C:3]=1[CH2:4][N:5]1[C@@H:10]([CH2:11][CH3:12])[CH2:9][NH:8][C:7](=S)[C:6]1=[O:14].[N:23]1[CH:28]=[CH:27][N:26]=[CH:25][C:24]=1[C:29]([NH:31][NH2:32])=O, predict the reaction product. The product is: [Cl:1][C:2]1[C:18]([C:19]([F:22])([F:21])[F:20])=[CH:17][CH:16]=[CH:15][C:3]=1[CH2:4][N:5]1[C@@H:10]([CH2:11][CH3:12])[CH2:9][N:8]2[C:29]([C:24]3[CH:25]=[N:26][CH:27]=[CH:28][N:23]=3)=[N:31][N:32]=[C:7]2[C:6]1=[O:14]. (9) Given the reactants Cl[C:2]1[CH:3]=[C:4]([C:14]([NH:16][CH2:17][C:18]2[C:19](=[O:26])[NH:20][C:21]([CH3:25])=[CH:22][C:23]=2[CH3:24])=[O:15])[C:5]2[CH:10]=[N:9][N:8]([CH:11]([CH3:13])[CH3:12])[C:6]=2[N:7]=1.[CH3:27][N:28]1[CH2:33][CH2:32][N:31]([C:34]2[CH:39]=[CH:38][C:37](B3OC(C)(C)C(C)(C)O3)=[CH:36][N:35]=2)[CH2:30][CH2:29]1.C(=O)([O-])[O-].[Na+].[Na+], predict the reaction product. The product is: [CH3:24][C:23]1[CH:22]=[C:21]([CH3:25])[NH:20][C:19](=[O:26])[C:18]=1[CH2:17][NH:16][C:14]([C:4]1[C:5]2[CH:10]=[N:9][N:8]([CH:11]([CH3:13])[CH3:12])[C:6]=2[N:7]=[C:2]([C:37]2[CH:36]=[N:35][C:34]([N:31]3[CH2:30][CH2:29][N:28]([CH3:27])[CH2:33][CH2:32]3)=[CH:39][CH:38]=2)[CH:3]=1)=[O:15].